From a dataset of Catalyst prediction with 721,799 reactions and 888 catalyst types from USPTO. Predict which catalyst facilitates the given reaction. (1) Reactant: [C:1]([N:5]([C:26](=[O:35])[C:27]1[CH:32]=[C:31]([CH3:33])[CH:30]=[C:29]([CH3:34])[CH:28]=1)[NH:6][C:7](=[O:25])[C:8]1[CH:13]=[CH:12][C:11]([CH:14]=O)=[C:10]([B:16]2[O:20]C(C)(C)C(C)(C)[O:17]2)[CH:9]=1)([CH3:4])([CH3:3])[CH3:2].Cl.[NH2:37]O.[OH-].[Na+].C(Cl)Cl. Product: [C:1]([N:5]([C:26](=[O:35])[C:27]1[CH:32]=[C:31]([CH3:33])[CH:30]=[C:29]([CH3:34])[CH:28]=1)[NH:6][C:7]([C:8]1[CH:13]=[CH:12][C:11]2[CH:14]=[N:37][O:17][B:16]([OH:20])[C:10]=2[CH:9]=1)=[O:25])([CH3:4])([CH3:3])[CH3:2]. The catalyst class is: 315. (2) Reactant: [CH2:1]([N:3]([CH2:30][CH3:31])[CH2:4][CH2:5][NH:6][C:7]([C:9]1[C:17]2[CH2:16][CH2:15][CH2:14]/[C:13](=[C:18]3/[C:19](=[O:28])[NH:20][C:21]4[C:26]/3=[CH:25][C:24]([F:27])=[CH:23][CH:22]=4)/[C:12]=2[NH:11][C:10]=1[CH3:29])=[O:8])[CH3:2].C(#N)C.[C:35]1([S:41]([OH:44])(=[O:43])=[O:42])[CH:40]=[CH:39][CH:38]=[CH:37][CH:36]=1. Product: [C:35]1([S:41]([OH:44])(=[O:43])=[O:42])[CH:40]=[CH:39][CH:38]=[CH:37][CH:36]=1.[CH2:30]([N:3]([CH2:1][CH3:2])[CH2:4][CH2:5][NH:6][C:7]([C:9]1[C:17]2[CH2:16][CH2:15][CH2:14]/[C:13](=[C:18]3/[C:19](=[O:28])[NH:20][C:21]4[C:26]/3=[CH:25][C:24]([F:27])=[CH:23][CH:22]=4)/[C:12]=2[NH:11][C:10]=1[CH3:29])=[O:8])[CH3:31]. The catalyst class is: 4. (3) Reactant: [CH2:1]([N:3]1[C:7]([C:8](O)=[O:9])=[CH:6][CH:5]=[N:4]1)[CH3:2].[H-].[H-].[H-].[H-].[Li+].[Al+3]. Product: [CH2:1]([N:3]1[C:7]([CH2:8][OH:9])=[CH:6][CH:5]=[N:4]1)[CH3:2]. The catalyst class is: 7. (4) Reactant: [F:1][C:2]1[CH:11]=[CH:10][CH:9]=[C:8]2[C:3]=1[CH2:4][CH2:5][CH2:6][CH:7]2[CH2:12][OH:13].[CH3:14][S:15](Cl)(=[O:17])=[O:16]. Product: [CH3:14][S:15]([O:13][CH2:12][CH:7]1[C:8]2[C:3](=[C:2]([F:1])[CH:11]=[CH:10][CH:9]=2)[CH2:4][CH2:5][CH2:6]1)(=[O:17])=[O:16]. The catalyst class is: 2.